From a dataset of Forward reaction prediction with 1.9M reactions from USPTO patents (1976-2016). Predict the product of the given reaction. The product is: [CH3:28][S:25]([O:13][CH2:12][C:11]1[N:10]([C:14]2[CH:19]=[CH:18][C:17]([C:20]([NH:22][CH2:23][CH3:24])=[O:21])=[CH:16][CH:15]=2)[N:9]=[N:8][C:7]=1[C:5]([NH:4][CH:1]1[CH2:2][CH2:3]1)=[O:6])(=[O:27])=[O:26]. Given the reactants [CH:1]1([NH:4][C:5]([C:7]2[N:8]=[N:9][N:10]([C:14]3[CH:19]=[CH:18][C:17]([C:20]([NH:22][CH2:23][CH3:24])=[O:21])=[CH:16][CH:15]=3)[C:11]=2[CH2:12][OH:13])=[O:6])[CH2:3][CH2:2]1.[S:25](Cl)([CH3:28])(=[O:27])=[O:26].C(N(CC)CC)C, predict the reaction product.